From a dataset of Forward reaction prediction with 1.9M reactions from USPTO patents (1976-2016). Predict the product of the given reaction. (1) Given the reactants Cl[C:2]1[C:7]([CH2:8][CH2:9]Cl)=[C:6]([C:11]2[CH:16]=[CH:15][CH:14]=[C:13]([O:17][CH3:18])[CH:12]=2)[N:5]=[C:4]([N:19]2[CH2:24][CH2:23][O:22][CH2:21][CH2:20]2)[N:3]=1.[NH:25]1[C:29]2[CH:30]=[CH:31][C:32]([NH2:34])=[CH:33][C:28]=2[N:27]=[CH:26]1, predict the reaction product. The product is: [NH:25]1[C:29]2[CH:30]=[CH:31][C:32]([N:34]3[C:2]4[N:3]=[C:4]([N:19]5[CH2:24][CH2:23][O:22][CH2:21][CH2:20]5)[N:5]=[C:6]([C:11]5[CH:16]=[CH:15][CH:14]=[C:13]([O:17][CH3:18])[CH:12]=5)[C:7]=4[CH2:8][CH2:9]3)=[CH:33][C:28]=2[N:27]=[CH:26]1. (2) Given the reactants [F:1][C:2]1[C:11]2[O:10][CH2:9][C@H:8]3[C@@H:12](C(O)=O)[C@H:7]3[C:6]=2[C:5]([F:16])=[CH:4][CH:3]=1.C([N:19]([CH2:22]C)CC)C.[NH2:24][C:25]1[CH:29]=[C:28]([CH:30]2[CH2:32][CH2:31]2)[NH:27][N:26]=1.C1C=CC(P(N=[N+]=[N-])(C2C=CC=CC=2)=[O:40])=CC=1, predict the reaction product. The product is: [F:1][C:2]1[C:11]2[O:10][CH2:9][C@H:8]3[C@@H:12]([NH:19][C:22]([NH:24][C:25]4[CH:29]=[C:28]([CH:30]5[CH2:32][CH2:31]5)[NH:27][N:26]=4)=[O:40])[C@H:7]3[C:6]=2[C:5]([F:16])=[CH:4][CH:3]=1. (3) Given the reactants Br[CH2:2][C:3]([C:5]1[CH:10]=[CH:9][CH:8]=[CH:7][CH:6]=1)=O.[S-:11][C:12]#[N:13].[K+].CN(C=[O:19])C, predict the reaction product. The product is: [C:5]1([C:3]2[NH:13][C:12](=[O:19])[S:11][CH:2]=2)[CH:10]=[CH:9][CH:8]=[CH:7][CH:6]=1. (4) Given the reactants [CH2:1]([O:4][C:5]1([CH3:50])[CH2:10][CH2:9][N:8]([C:11]2[N:16]3[N:17]=[C:18]([C:20]4[S:21][C:22]([CH2:25][C:26]5[CH:31]=[CH:30][CH:29]=[CH:28][C:27]=5[O:32][C@@H:33]([CH2:35][CH:36]=[CH2:37])[CH3:34])=[CH:23][N:24]=4)[CH:19]=[C:15]3[N:14]=[C:13]([CH3:38])[C:12]=2[C@H:39]([O:45][C:46]([CH3:49])([CH3:48])[CH3:47])[C:40]([O:42][CH2:43][CH3:44])=[O:41])[CH2:7][CH2:6]1)C=C, predict the reaction product. The product is: [C:46]([O:45][C@@H:39]([C:12]1[C:13]([CH3:38])=[N:14][C:15]2=[CH:19][C:18]3=[N:17][N:16]2[C:11]=1[N:8]1[CH2:7][CH2:6][C:5]([CH3:50])([O:4][CH2:1][CH:37]=[CH:36][CH2:35][C@@H:33]([CH3:34])[O:32][C:27]2[CH:28]=[CH:29][CH:30]=[CH:31][C:26]=2[CH2:25][C:22]2[S:21][C:20]3=[N:24][CH:23]=2)[CH2:10][CH2:9]1)[C:40]([O:42][CH2:43][CH3:44])=[O:41])([CH3:49])([CH3:47])[CH3:48]. (5) Given the reactants Cl.Cl.Cl.[CH3:4][C:5]1[C:13]2[C:8](=[CH:9][CH:10]=[C:11]([NH:14][C:15]3[C:16]4[CH:23]=[C:22]([C:24]5[CH2:25][CH2:26][NH:27][CH2:28][CH:29]=5)[NH:21][C:17]=4[N:18]=[CH:19][N:20]=3)[CH:12]=2)[NH:7][N:6]=1.[N:30]1([CH2:36][CH2:37][C:38](O)=[O:39])[CH2:35][CH2:34][CH2:33][CH2:32][CH2:31]1.Cl.CN(C)CCCN=C=NCC.ON1C2C=CC=CC=2N=N1.C(N(CC)C(C)C)(C)C, predict the reaction product. The product is: [CH3:4][C:5]1[C:13]2[C:8](=[CH:9][CH:10]=[C:11]([NH:14][C:15]3[C:16]4[CH:23]=[C:22]([C:24]5[CH2:25][CH2:26][N:27]([C:38](=[O:39])[CH2:37][CH2:36][N:30]6[CH2:35][CH2:34][CH2:33][CH2:32][CH2:31]6)[CH2:28][CH:29]=5)[NH:21][C:17]=4[N:18]=[CH:19][N:20]=3)[CH:12]=2)[NH:7][N:6]=1. (6) Given the reactants C(OC([NH:8][C:9]1[CH:19]=[CH:18][C:17]([O:20][CH2:21][CH3:22])=[CH:16][C:10]=1[C:11]([O:13][CH2:14][CH3:15])=[O:12])=O)(C)(C)C.Cl.[OH-].[Na+], predict the reaction product. The product is: [NH2:8][C:9]1[CH:19]=[CH:18][C:17]([O:20][CH2:21][CH3:22])=[CH:16][C:10]=1[C:11]([O:13][CH2:14][CH3:15])=[O:12]. (7) Given the reactants [OH:1][C:2]1[CH:7]=[CH:6][N:5]=[C:4](O)[CH:3]=1.F[C:10]1[CH:15]=[CH:14][C:13]([S:16]([CH3:19])(=[O:18])=[O:17])=[CH:12][C:11]=1[F:20].C(=O)([O-])[O-].[Na+].[Na+].[Cl-].[Na+], predict the reaction product. The product is: [F:20][C:11]1[CH:12]=[C:13]([S:16]([CH3:19])(=[O:18])=[O:17])[CH:14]=[CH:15][C:10]=1[N:5]1[CH2:6][CH2:7][CH:2]([OH:1])[CH2:3][CH2:4]1. (8) Given the reactants [C:1]([NH:4][NH:5][C:6]([C:8]1[S:9][CH:10]=[C:11]([C:13]([N:15]([CH2:18][CH3:19])[CH2:16][CH3:17])=[O:14])[N:12]=1)=[O:7])(=O)[CH3:2].N1C=CC=CC=1.O(S(C(F)(F)F)(=O)=O)S(C(F)(F)F)(=O)=O, predict the reaction product. The product is: [CH2:16]([N:15]([CH2:18][CH3:19])[C:13]([C:11]1[N:12]=[C:8]([C:6]2[O:7][C:1]([CH3:2])=[N:4][N:5]=2)[S:9][CH:10]=1)=[O:14])[CH3:17]. (9) Given the reactants [NH:1]1[CH2:6][CH2:5][O:4][CH2:3][CH2:2]1.C(O)(=O)C.[F:11][C:12]1[CH:13]=[C:14]([CH2:19][O:20][C:21]2[CH:35]=[CH:34][C:33]([CH:36]=O)=[CH:32][C:22]=2[C:23]([NH:25][C:26]2[CH:27]=[N:28][CH:29]=[CH:30][CH:31]=2)=[O:24])[CH:15]=[CH:16][C:17]=1[F:18].C(O[BH-](OC(=O)C)OC(=O)C)(=O)C.[Na+].C(=O)([O-])O.[Na+], predict the reaction product. The product is: [F:11][C:12]1[CH:13]=[C:14]([CH2:19][O:20][C:21]2[CH:35]=[CH:34][C:33]([CH2:36][N:1]3[CH2:6][CH2:5][O:4][CH2:3][CH2:2]3)=[CH:32][C:22]=2[C:23]([NH:25][C:26]2[CH:27]=[N:28][CH:29]=[CH:30][CH:31]=2)=[O:24])[CH:15]=[CH:16][C:17]=1[F:18]. (10) The product is: [CH3:1][C:2]1[CH:7]=[CH:6][N:5]=[C:4]([C:8]2[CH:13]=[C:12]([C:14]([OH:16])=[O:15])[CH:11]=[CH:10][N:9]=2)[CH:3]=1. Given the reactants [CH3:1][C:2]1[CH:7]=[CH:6][N:5]=[C:4]([C:8]2[CH:13]=[C:12]([CH:14]=[O:15])[CH:11]=[CH:10][N:9]=2)[CH:3]=1.[OH-:16].[Na+], predict the reaction product.